Dataset: Full USPTO retrosynthesis dataset with 1.9M reactions from patents (1976-2016). Task: Predict the reactants needed to synthesize the given product. (1) Given the product [CH3:1][C:2]1[N:3]=[CH:4][N:5]([CH2:22][O:21][CH2:20][CH2:19][Si:16]([CH3:18])([CH3:17])[CH3:15])[C:6]=1[C:7]1[CH:8]=[CH:9][CH:10]=[CH:11][CH:12]=1, predict the reactants needed to synthesize it. The reactants are: [CH3:1][C:2]1[N:3]=[CH:4][NH:5][C:6]=1[C:7]1[CH:12]=[CH:11][CH:10]=[CH:9][CH:8]=1.[H-].[Na+].[CH3:15][Si:16]([CH2:19][CH2:20][O:21][CH2:22]Cl)([CH3:18])[CH3:17]. (2) Given the product [F:11][C:10]([F:12])([F:13])[C:9]([C:6]1[CH:7]=[CH:8][C:3]([OH:2])=[CH:4][CH:5]=1)([CH3:15])[CH3:14], predict the reactants needed to synthesize it. The reactants are: C[O:2][C:3]1[CH:8]=[CH:7][C:6]([C:9]([CH3:15])([CH3:14])[C:10]([F:13])([F:12])[F:11])=[CH:5][CH:4]=1.B(Br)(Br)Br. (3) Given the product [CH3:1][C:2]1[CH:7]=[CH:6][CH:5]=[C:4]([CH2:8][CH2:10][CH2:11][CH2:12][CH2:13][CH2:14][CH2:15][CH2:16][CH2:17][CH2:18][CH3:19])[N:3]=1, predict the reactants needed to synthesize it. The reactants are: [CH3:1][C:2]1[CH:7]=[CH:6][CH:5]=[C:4]([CH3:8])[N:3]=1.Br[CH2:10][CH2:11][CH2:12][CH2:13][CH2:14][CH2:15][CH2:16][CH2:17][CH2:18][CH3:19]. (4) Given the product [Cl:17][C:13]1[CH:12]=[C:11]([C:9]2[NH:8][C:7]3[N:18]=[CH:20][NH:21][C:4](=[O:5])[C:6]=3[CH:10]=2)[CH:16]=[CH:15][N:14]=1, predict the reactants needed to synthesize it. The reactants are: C(O[C:4]([C:6]1[CH:10]=[C:9]([C:11]2[CH:16]=[CH:15][N:14]=[C:13]([Cl:17])[CH:12]=2)[NH:8][C:7]=1[NH2:18])=[O:5])C.Cl.[CH:20](N)=[NH:21].C([O-])(O)=O.[Na+].